Task: Predict the product of the given reaction.. Dataset: Forward reaction prediction with 1.9M reactions from USPTO patents (1976-2016) (1) The product is: [ClH:1].[Cl:1][C:2]1[CH:3]=[CH:4][C:5]([O:28][CH2:29][CH:30]([CH3:32])[CH3:31])=[C:6]([CH2:8][N:9]2[C:13]([CH3:14])=[CH:12][C:11]([C:15]([NH:17][C:18]3[CH:23]=[CH:22][C:21]([CH2:24][NH:34][CH3:33])=[C:20]([O:26][CH3:27])[CH:19]=3)=[O:16])=[N:10]2)[CH:7]=1. Given the reactants [Cl:1][C:2]1[CH:3]=[CH:4][C:5]([O:28][CH2:29][CH:30]([CH3:32])[CH3:31])=[C:6]([CH2:8][N:9]2[C:13]([CH3:14])=[CH:12][C:11]([C:15]([NH:17][C:18]3[CH:23]=[CH:22][C:21]([CH:24]=O)=[C:20]([O:26][CH3:27])[CH:19]=3)=[O:16])=[N:10]2)[CH:7]=1.[CH3:33][NH2:34].C(O[BH-](OC(=O)C)OC(=O)C)(=O)C.[Na+].C(OCC)(=O)C, predict the reaction product. (2) Given the reactants Cl.[CH3:2][O:3][C:4]1[CH:5]=[C:6]([C:12]2[C:13]([CH3:25])([CH3:24])[C:14](=[O:23])[N:15]([CH:17]3[CH2:22][CH2:21][NH:20][CH2:19][CH2:18]3)[N:16]=2)[CH:7]=[CH:8][C:9]=1[O:10][CH3:11].[NH:26]1[C:34]2[C:29](=[CH:30][C:31]([C:35](O)=[O:36])=[CH:32][CH:33]=2)[CH:28]=[CH:27]1, predict the reaction product. The product is: [CH3:2][O:3][C:4]1[CH:5]=[C:6]([C:12]2[C:13]([CH3:25])([CH3:24])[C:14](=[O:23])[N:15]([CH:17]3[CH2:22][CH2:21][N:20]([C:35]([C:31]4[CH:30]=[C:29]5[C:34](=[CH:33][CH:32]=4)[NH:26][CH:27]=[CH:28]5)=[O:36])[CH2:19][CH2:18]3)[N:16]=2)[CH:7]=[CH:8][C:9]=1[O:10][CH3:11]. (3) Given the reactants [F:1][C:2]1[C:37]([CH3:38])=[CH:36][C:5]([CH2:6][C@H:7]([CH2:23][CH2:24][CH2:25][CH2:26][NH:27][CH2:28][C:29]2[CH:34]=[CH:33][C:32]([F:35])=[CH:31][CH:30]=2)[C:8]([N:10]2[C@H](CC3C=CC=CC=3)COC2=O)=[O:9])=[CH:4][C:3]=1[CH3:39].[C-]#N.[K+].Cl.C1C[O:47]CC1.CO, predict the reaction product. The product is: [F:1][C:2]1[C:37]([CH3:38])=[CH:36][C:5]([CH2:6][C@H:7]([CH2:23][CH2:24][CH2:25][CH2:26][NH:27][CH2:28][C:29]2[CH:34]=[CH:33][C:32]([F:35])=[CH:31][CH:30]=2)[C:8]([NH:10][OH:47])=[O:9])=[CH:4][C:3]=1[CH3:39]. (4) The product is: [F:1][C:2]1[CH:3]=[CH:4][C:5]([CH:8]([CH3:12])[C:9]([NH:13][CH2:14][CH2:15][CH2:16][N:17]2[CH2:22][CH2:21][CH:20]([C:23]3[CH:28]=[CH:27][CH:26]=[C:25]([NH:29][C:30](=[O:33])[CH2:31][CH3:32])[CH:24]=3)[CH2:19][CH2:18]2)=[O:11])=[CH:6][CH:7]=1. Given the reactants [F:1][C:2]1[CH:7]=[CH:6][C:5]([CH:8]([CH3:12])[C:9]([OH:11])=O)=[CH:4][CH:3]=1.[NH2:13][CH2:14][CH2:15][CH2:16][N:17]1[CH2:22][CH2:21][CH:20]([C:23]2[CH:24]=[C:25]([NH:29][C:30](=[O:33])[CH2:31][CH3:32])[CH:26]=[CH:27][CH:28]=2)[CH2:19][CH2:18]1, predict the reaction product.